From a dataset of Full USPTO retrosynthesis dataset with 1.9M reactions from patents (1976-2016). Predict the reactants needed to synthesize the given product. The reactants are: CN(C(ON1N=NC2C=CC=NC1=2)=[N+](C)C)C.F[P-](F)(F)(F)(F)F.[F:25][C:26]1[CH:27]=[C:28]([NH:37][C:38]([C@H:40]2[C:49]3[C:44](=[CH:45][C:46]([O:50][CH3:51])=[CH:47][CH:48]=3)[CH2:43][CH2:42][NH:41]2)=[O:39])[CH:29]=[C:30]([F:36])[C:31]=1[Si:32]([CH3:35])([CH3:34])[CH3:33].CCN(C(C)C)C(C)C.[C@H:61]1([C:68](O)=[O:69])[CH2:64][C@@H:63]([C:65]([OH:67])=[O:66])[CH2:62]1. Given the product [F:25][C:26]1[CH:27]=[C:28]([NH:37][C:38]([C@H:40]2[C:49]3[C:44](=[CH:45][C:46]([O:50][CH3:51])=[CH:47][CH:48]=3)[CH2:43][CH2:42][N:41]2[C:68]([C@@H:61]2[CH2:64][C@H:63]([C:65]([OH:67])=[O:66])[CH2:62]2)=[O:69])=[O:39])[CH:29]=[C:30]([F:36])[C:31]=1[Si:32]([CH3:33])([CH3:35])[CH3:34], predict the reactants needed to synthesize it.